Dataset: CYP3A4 inhibition data for predicting drug metabolism from PubChem BioAssay. Task: Regression/Classification. Given a drug SMILES string, predict its absorption, distribution, metabolism, or excretion properties. Task type varies by dataset: regression for continuous measurements (e.g., permeability, clearance, half-life) or binary classification for categorical outcomes (e.g., BBB penetration, CYP inhibition). Dataset: cyp3a4_veith. (1) The result is 1 (inhibitor). The drug is COC(=O)[C@@]1(Cc2ccc(F)cc2)[C@H]2c3cc(C(=O)N(C)C)n(CC4CC4)c3C[C@H]2CN1C(=O)c1ccccc1. (2) The drug is Cc1nc(Cl)c(C#N)cc1-c1ccccc1. The result is 0 (non-inhibitor). (3) The molecule is Oc1ccccc1C1Nc2cccc3cccc(c23)N1. The result is 0 (non-inhibitor). (4) The compound is O=C(CN1C(=O)c2cccc3cccc(c23)C1=O)N1CCCCCC1. The result is 1 (inhibitor). (5) The molecule is CCOC(=O)C1=NO[C@@]2(C=C(Br)C3(OCCCO3)[C@H]3O[C@H]32)C1. The result is 0 (non-inhibitor).